Dataset: Serine/threonine kinase 33 screen with 319,792 compounds. Task: Binary Classification. Given a drug SMILES string, predict its activity (active/inactive) in a high-throughput screening assay against a specified biological target. (1) The drug is O(C(=O)C1=NN(C(=O)CC1)c1ccccc1)CC(=O)/C(=C(\N)C)C#N. The result is 0 (inactive). (2) The compound is s1c(C(N2CCN(CC2)C(=O)c2occc2)c2ccc(F)cc2)c(O)n2nc(nc12)C. The result is 0 (inactive). (3) The drug is O1C2(OCC1)CCN(CC2)C(=O)c1c2n(ccc1)c(=O)c1c(n2)cccc1. The result is 0 (inactive). (4) The compound is O=C1N(CC(=O)N2C1Cc1c([nH]c3c1cccc3)C2)CCC(C)C. The result is 0 (inactive). (5) The compound is S(c1ccc(NP(Oc2ccc(F)cc2)(=O)C)cc1)C(F)(F)F. The result is 0 (inactive). (6) The molecule is O(c1c(OC(=O)c2occc2)ccc(c1)/C=N\NC(=O)c1ccncc1)CC. The result is 0 (inactive).